Task: Regression. Given a peptide amino acid sequence and an MHC pseudo amino acid sequence, predict their binding affinity value. This is MHC class I binding data.. Dataset: Peptide-MHC class I binding affinity with 185,985 pairs from IEDB/IMGT (1) The peptide sequence is MMLVAPSYGM. The MHC is HLA-A02:06 with pseudo-sequence HLA-A02:06. The binding affinity (normalized) is 0.606. (2) The peptide sequence is DIAEHGAYY. The MHC is HLA-B15:09 with pseudo-sequence HLA-B15:09. The binding affinity (normalized) is 0.0847. (3) The peptide sequence is YTENTSSYY. The MHC is HLA-A02:19 with pseudo-sequence HLA-A02:19. The binding affinity (normalized) is 0.0847. (4) The peptide sequence is GRQTALFLL. The MHC is HLA-B27:05 with pseudo-sequence HLA-B27:05. The binding affinity (normalized) is 0.875. (5) The peptide sequence is FVRSSPAS. The MHC is H-2-Kb with pseudo-sequence H-2-Kb. The binding affinity (normalized) is 0.156. (6) The binding affinity (normalized) is 0.860. The MHC is HLA-B27:05 with pseudo-sequence HLA-B27:05. The peptide sequence is RRLRPGGKK.